From a dataset of Peptide-MHC class I binding affinity with 185,985 pairs from IEDB/IMGT. Regression. Given a peptide amino acid sequence and an MHC pseudo amino acid sequence, predict their binding affinity value. This is MHC class I binding data. The peptide sequence is ELKHGLLDSI. The MHC is HLA-A02:03 with pseudo-sequence HLA-A02:03. The binding affinity (normalized) is 0.630.